From a dataset of Full USPTO retrosynthesis dataset with 1.9M reactions from patents (1976-2016). Predict the reactants needed to synthesize the given product. (1) The reactants are: [H-].[Al+3].[Li+].[H-].[H-].[H-].[C:7]([NH:15][C:16]1[CH:17]=[C:18]([O:22]C(=O)C2C=CC=CC=2)[CH:19]=[CH:20][CH:21]=1)(=O)[C:8]1[CH:13]=[CH:12][CH:11]=[CH:10][CH:9]=1.C(O)C1C=CC=CC=1. Given the product [CH2:7]([NH:15][C:16]1[CH:17]=[C:18]([OH:22])[CH:19]=[CH:20][CH:21]=1)[C:8]1[CH:9]=[CH:10][CH:11]=[CH:12][CH:13]=1, predict the reactants needed to synthesize it. (2) Given the product [Cl:1][C:2]1[CH:3]=[C:4]([C@@H:8]2[C@@H:13]([C:14]3[CH:19]=[CH:18][C:17]([Cl:20])=[CH:16][CH:15]=3)[N:12]([C@@H:21]([CH2:24][CH3:25])[CH2:22][N:34]([CH3:33])[S:35]([CH:38]3[CH2:40][CH2:39]3)(=[O:37])=[O:36])[C:11](=[O:26])[C@H:10]([CH:27]([CH3:32])[C:28]([O:30][CH3:31])=[O:29])[CH2:9]2)[CH:5]=[CH:6][CH:7]=1, predict the reactants needed to synthesize it. The reactants are: [Cl:1][C:2]1[CH:3]=[C:4]([C@@H:8]2[C@@H:13]([C:14]3[CH:19]=[CH:18][C:17]([Cl:20])=[CH:16][CH:15]=3)[N:12]([C@@H:21]([CH2:24][CH3:25])[CH2:22]O)[C:11](=[O:26])[C@H:10]([CH:27]([CH3:32])[C:28]([O:30][CH3:31])=[O:29])[CH2:9]2)[CH:5]=[CH:6][CH:7]=1.[CH3:33][NH:34][S:35]([CH:38]1[CH2:40][CH2:39]1)(=[O:37])=[O:36].C(C=P(CCCC)(CCCC)CCCC)#N.